Task: Regression. Given a peptide amino acid sequence and an MHC pseudo amino acid sequence, predict their binding affinity value. This is MHC class II binding data.. Dataset: Peptide-MHC class II binding affinity with 134,281 pairs from IEDB (1) The binding affinity (normalized) is 0.312. The peptide sequence is PSPSMGRDIKVQFQS. The MHC is HLA-DPA10201-DPB10501 with pseudo-sequence HLA-DPA10201-DPB10501. (2) The peptide sequence is FPPNGTHSWEYWGAQ. The MHC is DRB1_1302 with pseudo-sequence DRB1_1302. The binding affinity (normalized) is 0. (3) The peptide sequence is MGGLWKYLNAVSLCIHHHHHH. The binding affinity (normalized) is 0.733. The MHC is DRB1_1101 with pseudo-sequence DRB1_1101. (4) The peptide sequence is SVTIKLDGNLLSSND. The MHC is DRB5_0101 with pseudo-sequence DRB5_0101. The binding affinity (normalized) is 0.454.